Dataset: Catalyst prediction with 721,799 reactions and 888 catalyst types from USPTO. Task: Predict which catalyst facilitates the given reaction. (1) Reactant: C(O[C:9](=O)[NH:10][CH2:11][C@H:12]([NH:18][C:19](=[O:39])[CH2:20][C:21](=[O:38])[NH:22][C:23]1[CH:28]=[C:27]([C:29]([F:32])([F:31])[F:30])[CH:26]=[C:25]([C:33](=[O:37])[N:34]([CH3:36])[CH3:35])[CH:24]=1)[C@@H:13]([OH:17])[C:14]#[C:15][CH3:16])C1C=CC=CC=1.[CH3:41][C:42]1[CH:49]=[C:48]([CH3:50])[CH:47]=[CH:46][C:43]=1C=O.C([BH3-])#N.[Na+]. Product: [CH3:41][C:42]1[CH:49]=[C:48]([CH3:50])[CH:47]=[CH:46][C:43]=1[CH2:9][NH:10][CH2:11][C@H:12]([NH:18][C:19](=[O:39])[CH2:20][C:21]([NH:22][C:23]1[CH:28]=[C:27]([C:29]([F:30])([F:32])[F:31])[CH:26]=[C:25]([C:33](=[O:37])[N:34]([CH3:35])[CH3:36])[CH:24]=1)=[O:38])[C@@H:13]([OH:17])[CH2:14][CH2:15][CH3:16]. The catalyst class is: 19. (2) Reactant: N1CCCCC1.[CH3:7][O:8][C:9]1[CH:16]=[CH:15][C:12]([CH:13]=O)=[CH:11][C:10]=1[O:17][C:18]#[C:19][CH2:20][CH3:21].C([CH2:25][C:26]([NH:28][C:29]1[CH:37]=[CH:36][CH:35]=[CH:34][C:30]=1[C:31]([OH:33])=[O:32])=[O:27])(O)=O.Cl. Product: [CH2:18]([O:17][C:10]1[CH:11]=[C:12](/[CH:13]=[CH:25]/[C:26]([NH:28][C:29]2[CH:37]=[CH:36][CH:35]=[CH:34][C:30]=2[C:31]([OH:33])=[O:32])=[O:27])[CH:15]=[CH:16][C:9]=1[O:8][CH3:7])[CH2:19][C:20]#[CH:21]. The catalyst class is: 11. (3) Reactant: [H-].C([Al+]CC(C)C)C(C)C.[CH2:11]([C:15]1[CH:20]=[CH:19][C:18]([C:21]2[O:25][N:24]=[C:23]([C:26]3[N:27]=[CH:28][C:29]([C:32](OCC)=[O:33])=[N:30][CH:31]=3)[N:22]=2)=[CH:17][CH:16]=1)[CH:12]([CH3:14])[CH3:13]. Product: [CH2:11]([C:15]1[CH:16]=[CH:17][C:18]([C:21]2[O:25][N:24]=[C:23]([C:26]3[N:27]=[CH:28][C:29]([CH2:32][OH:33])=[N:30][CH:31]=3)[N:22]=2)=[CH:19][CH:20]=1)[CH:12]([CH3:14])[CH3:13]. The catalyst class is: 11. (4) Reactant: S(Cl)(Cl)=O.CN(C)C=O.[Cl:10][C:11]1[CH:12]=[CH:13][C:14]2[N:15]([N:17]=[C:18]([C:30]3[CH:35]=[CH:34][CH:33]=[CH:32][CH:31]=3)[C:19]=2[CH2:20][C:21]2[N:26]=[C:25]([C:27]([NH2:29])=O)[CH:24]=[CH:23][CH:22]=2)[CH:16]=1.C(=O)(O)[O-].[Na+]. The catalyst class is: 6. Product: [Cl:10][C:11]1[CH:12]=[CH:13][C:14]2[N:15]([N:17]=[C:18]([C:30]3[CH:35]=[CH:34][CH:33]=[CH:32][CH:31]=3)[C:19]=2[CH2:20][C:21]2[N:26]=[C:25]([C:27]#[N:29])[CH:24]=[CH:23][CH:22]=2)[CH:16]=1. (5) The catalyst class is: 5. Product: [C:1]([C:3]12[CH2:10][C:7]([NH:11][C:12]([C:14]3[CH:19]=[N:18][CH:17]=[CH:16][N:15]=3)=[O:13])([CH2:8][CH2:9]1)[CH2:6][CH2:5][CH2:4]2)#[CH:20]. Reactant: [CH:1]([C:3]12[CH2:10][C:7]([NH:11][C:12]([C:14]3[CH:19]=[N:18][CH:17]=[CH:16][N:15]=3)=[O:13])([CH2:8][CH2:9]1)[CH2:6][CH2:5][CH2:4]2)=O.[C:20]([O-])([O-])=O.[K+].[K+].[N+](=C(P(=O)(OC)OC)C(=O)C)=[N-]. (6) Reactant: [OH-].[Na+].[CH2:3]([C:5]1[O:9][N:8]=[C:7]([C:10]([O:12]CC)=[O:11])[CH:6]=1)[CH3:4]. Product: [CH2:3]([C:5]1[O:9][N:8]=[C:7]([C:10]([OH:12])=[O:11])[CH:6]=1)[CH3:4]. The catalyst class is: 72. (7) Product: [CH:68]1([C@H:63]([NH:62][C:25]([C:14]2[S:15][C:16]([C:18]3[CH:19]=[CH:20][C:21]([F:24])=[CH:22][CH:23]=3)=[CH:17][C:13]=2[NH:12][C:10]([NH:9][C:3]2[C:2]([Cl:1])=[CH:7][CH:6]=[CH:5][C:4]=2[Cl:8])=[O:11])=[O:27])[C:64]([O:66][CH3:67])=[O:65])[CH2:73][CH2:72][CH2:71][CH2:70][CH2:69]1. The catalyst class is: 3. Reactant: [Cl:1][C:2]1[CH:7]=[CH:6][CH:5]=[C:4]([Cl:8])[C:3]=1[NH:9][C:10]([NH:12][C:13]1[CH:17]=[C:16]([C:18]2[CH:23]=[CH:22][C:21]([F:24])=[CH:20][CH:19]=2)[S:15][C:14]=1[C:25]([OH:27])=O)=[O:11].CN(C(ON1N=NC2C=CC=NC1=2)=[N+](C)C)C.F[P-](F)(F)(F)(F)F.CCN(C(C)C)C(C)C.Cl.[NH2:62][C@@H:63]([CH:68]1[CH2:73][CH2:72][CH2:71][CH2:70][CH2:69]1)[C:64]([O:66][CH3:67])=[O:65]. (8) Reactant: C1(P(C2C=CC=CC=2)C2C=CC=CC=2)C=CC=CC=1.[C:20]([Br:24])(Br)(Br)Br.[CH2:25]([O:32][C:33]1[CH:34]=[C:35]([CH:38]=[CH:39][CH:40]=1)CO)[C:26]1[CH:31]=[CH:30][CH:29]=[CH:28][CH:27]=1. Product: [CH2:25]([O:32][C:33]1[CH:40]=[C:39]([CH:38]=[CH:35][CH:34]=1)[CH2:20][Br:24])[C:26]1[CH:31]=[CH:30][CH:29]=[CH:28][CH:27]=1. The catalyst class is: 1.